Dataset: Reaction yield outcomes from USPTO patents with 853,638 reactions. Task: Predict the reaction yield, written as a fraction of the theoretical maximum amount of product (1.0 means a 100% yield; for example, 0.34 means a 34% yield). The reactants are Cl[C:2]1[CH:3]=[C:4]([C:9]2[N:13]3[C:14]4[N:22]=[C:21]([O:23][CH3:24])[CH:20]=[CH:19][C:15]=4[N:16]=[C:17]([CH3:18])[C:12]3=[C:11]([CH3:25])[N:10]=2)[CH:5]=[C:6](Cl)[CH:7]=1.[CH3:26][CH2:27]N(CC)CC.C1(C#C)CCCCC1. The catalyst is Cl[Pd](Cl)([P](C1C=CC=CC=1)(C1C=CC=CC=1)C1C=CC=CC=1)[P](C1C=CC=CC=1)(C1C=CC=CC=1)C1C=CC=CC=1.[Cu]I.CN(C=O)C. The product is [CH:2]1([C:3]#[C:4][C:9]2[N:13]3[C:14]4[N:22]=[C:21]([O:23][CH3:24])[CH:20]=[CH:19][C:15]=4[N:16]=[C:17]([CH3:18])[C:12]3=[C:11]([CH3:25])[N:10]=2)[CH2:7][CH2:6][CH2:5][CH2:27][CH2:26]1. The yield is 0.320.